From a dataset of Full USPTO retrosynthesis dataset with 1.9M reactions from patents (1976-2016). Predict the reactants needed to synthesize the given product. (1) Given the product [Br:1][C:2]1[CH:8]=[C:7]([NH2:9])[C:5]([NH2:6])=[C:4]([F:12])[C:3]=1[F:13], predict the reactants needed to synthesize it. The reactants are: [Br:1][C:2]1[CH:8]=[C:7]([N+:9]([O-])=O)[C:5]([NH2:6])=[C:4]([F:12])[C:3]=1[F:13].O.O.[Sn](Cl)Cl.C(=O)([O-])O.[Na+]. (2) Given the product [Cl:1][C:2]1[CH:9]2[O:8][CH:12]([C:4]([Cl:6])([Cl:5])[C:3]=1[Cl:7])[CH:11]=[CH:10]2, predict the reactants needed to synthesize it. The reactants are: [Cl:1][C:2]1[C:4]([Cl:6])([Cl:5])[C:3]=1[Cl:7].[O:8]1[CH:12]=[CH:11][CH:10]=[CH:9]1. (3) Given the product [F:1][C:2]([F:17])([F:18])[C:3]1[CH:8]=[CH:7][CH:6]=[CH:5][C:4]=1[C:9]1[CH:14]=[CH:13][C:12]([C:15]([OH:19])=[O:16])=[CH:11][CH:10]=1, predict the reactants needed to synthesize it. The reactants are: [F:1][C:2]([F:18])([F:17])[C:3]1[CH:8]=[CH:7][CH:6]=[CH:5][C:4]=1[C:9]1[CH:14]=[CH:13][C:12]([CH:15]=[O:16])=[CH:11][CH:10]=1.[O-:19][Mn](=O)(=O)=O.[K+]. (4) Given the product [CH3:32][O:33][CH2:34][C@@H:35]([NH:42][C:43]([NH:45][C:2]1[N:7]=[CH:6][C:5]2[C:8]([O:30][CH3:31])=[N:9][N:10]([C:11]([C:24]3[CH:29]=[CH:28][CH:27]=[CH:26][CH:25]=3)([C:18]3[CH:23]=[CH:22][CH:21]=[CH:20][CH:19]=3)[C:12]3[CH:17]=[CH:16][CH:15]=[CH:14][CH:13]=3)[C:4]=2[CH:3]=1)=[O:44])[C:36]1[CH:41]=[CH:40][CH:39]=[CH:38][CH:37]=1, predict the reactants needed to synthesize it. The reactants are: Cl[C:2]1[N:7]=[CH:6][C:5]2[C:8]([O:30][CH3:31])=[N:9][N:10]([C:11]([C:24]3[CH:29]=[CH:28][CH:27]=[CH:26][CH:25]=3)([C:18]3[CH:23]=[CH:22][CH:21]=[CH:20][CH:19]=3)[C:12]3[CH:17]=[CH:16][CH:15]=[CH:14][CH:13]=3)[C:4]=2[CH:3]=1.[CH3:32][O:33][CH2:34][C@@H:35]([NH:42][C:43]([NH2:45])=[O:44])[C:36]1[CH:41]=[CH:40][CH:39]=[CH:38][CH:37]=1.C(=O)([O-])[O-].[Cs+].[Cs+]. (5) Given the product [CH2:44]([C:36]1[O:37][C:38]2[CH:43]=[CH:42][CH:41]=[CH:40][C:39]=2[C:35]=1[C:32]1[CH:33]=[CH:34][C:29]([C:26]2[CH:27]=[CH:28][C:23]([S:20]([N:8]([CH2:7][C:6]([OH:51])=[O:5])[CH2:9][C:10]3[CH:15]=[CH:14][CH:13]=[C:12]([C:16]([F:17])([F:18])[F:19])[CH:11]=3)(=[O:22])=[O:21])=[CH:24][CH:25]=2)=[CH:30][CH:31]=1)[C:45]1[CH:46]=[CH:47][CH:48]=[CH:49][CH:50]=1, predict the reactants needed to synthesize it. The reactants are: C([O:5][C:6](=[O:51])[CH2:7][N:8]([S:20]([C:23]1[CH:28]=[CH:27][C:26]([C:29]2[CH:34]=[CH:33][C:32]([C:35]3[C:39]4[CH:40]=[CH:41][CH:42]=[CH:43][C:38]=4[O:37][C:36]=3[CH2:44][C:45]3[CH:50]=[CH:49][CH:48]=[CH:47][CH:46]=3)=[CH:31][CH:30]=2)=[CH:25][CH:24]=1)(=[O:22])=[O:21])[CH2:9][C:10]1[CH:15]=[CH:14][CH:13]=[C:12]([C:16]([F:19])([F:18])[F:17])[CH:11]=1)(C)(C)C.C(O)(C(F)(F)F)=O. (6) The reactants are: [C:1]([OH:12])(=O)[C:2]1[CH:10]=[CH:9][C:7]([OH:8])=[C:4]([O:5][CH3:6])[CH:3]=1.[C:13](N1C=CN=C1)([N:15]1C=CN=C1)=O.CN. Given the product [CH3:13][NH3+:15].[OH:8][C:7]1[CH:9]=[CH:10][C:2]([C:1]([NH:15][CH3:13])=[O:12])=[CH:3][C:4]=1[O:5][CH3:6], predict the reactants needed to synthesize it.